This data is from Full USPTO retrosynthesis dataset with 1.9M reactions from patents (1976-2016). The task is: Predict the reactants needed to synthesize the given product. (1) Given the product [ClH:51].[CH2:1]([C:5]1[CH:6]=[C:7]2[N:12]([C:13]=1[C:14]([C:16]1[CH:17]=[CH:18][C:19]([CH2:22][CH2:23][CH2:24][N:25]([CH2:30][CH2:31][CH2:32][CH3:33])[CH2:26][CH2:27][CH2:28][CH3:29])=[CH:20][CH:21]=1)=[O:15])[CH:11]=[CH:10][C:9]([C:34]([N:36]([CH2:37][CH3:38])[CH2:39][C:40]1[NH:41][N:42]=[N:43][N:44]=1)=[O:35])=[CH:8]2)[CH2:2][CH2:3][CH3:4], predict the reactants needed to synthesize it. The reactants are: [CH2:1]([C:5]1[CH:6]=[C:7]2[N:12]([C:13]=1[C:14]([C:16]1[CH:21]=[CH:20][C:19]([CH2:22][CH2:23][CH2:24][N:25]([CH2:30][CH2:31][CH2:32][CH3:33])[CH2:26][CH2:27][CH2:28][CH3:29])=[CH:18][CH:17]=1)=[O:15])[CH:11]=[CH:10][C:9]([C:34]([N:36]([CH2:39][C:40]1[N:44](CCC#N)[N:43]=[N:42][N:41]=1)[CH2:37][CH3:38])=[O:35])=[CH:8]2)[CH2:2][CH2:3][CH3:4].[OH-].[Na+].[ClH:51]. (2) Given the product [Br:7][C:5]1[N:6]=[C:2]([C:23]2[CH:28]=[CH:27][N:26]=[C:25]([NH:29][C:30](=[O:32])[CH3:31])[CH:24]=2)[S:3][C:4]=1[C:8]1[N:9]([CH2:13][O:14][CH2:15][CH2:16][Si:17]([CH3:20])([CH3:19])[CH3:18])[CH:10]=[CH:11][N:12]=1, predict the reactants needed to synthesize it. The reactants are: Br[C:2]1[S:3][C:4]([C:8]2[N:9]([CH2:13][O:14][CH2:15][CH2:16][Si:17]([CH3:20])([CH3:19])[CH3:18])[CH:10]=[CH:11][N:12]=2)=[C:5]([Br:7])[N:6]=1.C[Sn](C)(C)[C:23]1[CH:28]=[CH:27][N:26]=[C:25]([NH:29][C:30](=[O:32])[CH3:31])[CH:24]=1.[Cl-].[Li+].